Dataset: Forward reaction prediction with 1.9M reactions from USPTO patents (1976-2016). Task: Predict the product of the given reaction. (1) Given the reactants [CH:1]([C:4]1[CH:9]=[CH:8][C:7]([C:10]2[N:14]([CH2:15][CH2:16][O:17][CH3:18])[C:13]3[C:19]([O:29][CH3:30])=[CH:20][C:21]([CH:27]=[O:28])=[C:22]([C:23]([F:26])([F:25])[F:24])[C:12]=3[N:11]=2)=[CH:6][CH:5]=1)([CH3:3])[CH3:2].[BH4-].[Na+], predict the reaction product. The product is: [CH:1]([C:4]1[CH:5]=[CH:6][C:7]([C:10]2[N:14]([CH2:15][CH2:16][O:17][CH3:18])[C:13]3[C:19]([O:29][CH3:30])=[CH:20][C:21]([CH2:27][OH:28])=[C:22]([C:23]([F:24])([F:25])[F:26])[C:12]=3[N:11]=2)=[CH:8][CH:9]=1)([CH3:3])[CH3:2]. (2) Given the reactants [C:1]([O:10]C)(=O)[C:2]1[C:3](=[CH:5][CH:6]=[CH:7][CH:8]=1)[SH:4].[CH:12]([O:15][C:16]1[CH:21]=[CH:20][C:19]([C:22]#[N:23])=[CH:18][N:17]=1)([CH3:14])[CH3:13].C(N(CC)CC)C, predict the reaction product. The product is: [CH:12]([O:15][C:16]1[N:17]=[CH:18][C:19]([C:22]2[S:4][C:3]3[CH:5]=[CH:6][CH:7]=[CH:8][C:2]=3[C:1](=[O:10])[N:23]=2)=[CH:20][CH:21]=1)([CH3:14])[CH3:13]. (3) The product is: [C:1]([O:5][C:6]([N:8]1[CH2:13][CH2:12][N:11]([C:14]([C:16]2[N:17]=[C:18]([CH3:28])[S:19][C:20]=2[C:21]2[CH:26]=[CH:25][C:24]([F:27])=[CH:23][CH:22]=2)=[O:15])[CH:10]([CH2:29][C:30]2[O:32][CH:33]=[C:34]([C:36]3[CH:37]=[CH:38][C:39]([F:42])=[CH:40][CH:41]=3)[N:44]=2)[CH2:9]1)=[O:7])([CH3:3])([CH3:2])[CH3:4]. Given the reactants [C:1]([O:5][C:6]([N:8]1[CH2:13][CH2:12][N:11]([C:14]([C:16]2[N:17]=[C:18]([CH3:28])[S:19][C:20]=2[C:21]2[CH:26]=[CH:25][C:24]([F:27])=[CH:23][CH:22]=2)=[O:15])[CH:10]([CH2:29][C:30]([O:32][CH2:33][C:34]([C:36]2[CH:41]=[CH:40][C:39]([F:42])=[CH:38][CH:37]=2)=O)=O)[CH2:9]1)=[O:7])([CH3:4])([CH3:3])[CH3:2].C(=O)(OC(C)(C)C)[NH2:44], predict the reaction product. (4) Given the reactants N1(C2C=CC=CC=2C(N[C@H]2CCC[C@@H]2NC2C=NC(C(F)(F)F)=CN=2)=O)C=CC=N1.Cl.[F:32][C:33]([F:48])([F:47])[C:34]1[N:35]=[CH:36][C:37]([NH:40][C@H:41]2[CH2:45][CH2:44][CH2:43][C@@H:42]2[NH2:46])=[N:38][CH:39]=1.[CH3:49][O:50][C:51]1[CH:59]=[CH:58][CH:57]=[C:56]([O:60][CH3:61])[C:52]=1[C:53](O)=[O:54], predict the reaction product. The product is: [CH3:61][O:60][C:56]1[CH:57]=[CH:58][CH:59]=[C:51]([O:50][CH3:49])[C:52]=1[C:53]([NH:46][C@H:42]1[CH2:43][CH2:44][CH2:45][C@@H:41]1[NH:40][C:37]1[CH:36]=[N:35][C:34]([C:33]([F:32])([F:47])[F:48])=[CH:39][N:38]=1)=[O:54]. (5) Given the reactants Br[C:2]1[N:11]=[C:10]([C:12]2[NH:16][C:15]([CH2:17][C:18]3[CH:23]=[CH:22][C:21]([F:24])=[CH:20][CH:19]=3)=[N:14][N:13]=2)[C:9]([OH:25])=[C:8]2[C:3]=1[CH:4]=[CH:5][CH:6]=[N:7]2.[NH:26]1[CH2:31][CH2:30][O:29][CH2:28][CH2:27]1, predict the reaction product. The product is: [F:24][C:21]1[CH:22]=[CH:23][C:18]([CH2:17][C:15]2[NH:16][C:12]([C:10]3[C:9]([OH:25])=[C:8]4[C:3]([CH:4]=[CH:5][CH:6]=[N:7]4)=[C:2]([N:26]4[CH2:31][CH2:30][O:29][CH2:28][CH2:27]4)[N:11]=3)=[N:13][N:14]=2)=[CH:19][CH:20]=1. (6) Given the reactants C[C:2]1[N:3]=[C:4]([NH:20][C:21]([N:23]2[CH:27]=[CH:26]N=C2)=[O:22])[S:5][C:6]=1[C:7]1[N:8]=[C:9]([C:12]([N:14]2[CH2:19][CH2:18][O:17][CH2:16][CH2:15]2)=[O:13])[S:10][CH:11]=1.NCC[C:31]([OH:33])=[O:32].[CH2:34](N(CC)CC)C, predict the reaction product. The product is: [CH3:34][C:7]1([C:6]2[S:5][C:4]([NH:20][C:21]([NH:23][CH2:27][CH2:26][C:31]([OH:33])=[O:32])=[O:22])=[N:3][CH:2]=2)[CH2:11][S:10][C:9]([C:12]([N:14]2[CH2:19][CH2:18][O:17][CH2:16][CH2:15]2)=[O:13])=[N:8]1. (7) Given the reactants C[O:2][C:3](=[O:24])[C:4]1[CH:9]=[CH:8][C:7](/[CH:10]=[CH:11]/[C:12]2[C:20]3[C:15](=[CH:16][CH:17]=[CH:18][CH:19]=3)[NH:14][N:13]=2)=[C:6]([N+:21]([O-:23])=[O:22])[CH:5]=1.[OH-].[Na+].Cl, predict the reaction product. The product is: [NH:14]1[C:15]2[C:20](=[CH:19][CH:18]=[CH:17][CH:16]=2)[C:12]([CH:11]=[CH:10][C:7]2[CH:8]=[CH:9][C:4]([C:3]([OH:24])=[O:2])=[CH:5][C:6]=2[N+:21]([O-:23])=[O:22])=[N:13]1.